From a dataset of Forward reaction prediction with 1.9M reactions from USPTO patents (1976-2016). Predict the product of the given reaction. (1) Given the reactants [CH3:1][O:2][C:3]([C:5]1[N:6]=[CH:7][C:8]([N:11]2[CH2:16][CH2:15][NH:14][CH2:13][C@H:12]2[CH3:17])=[N:9][CH:10]=1)=[O:4].[CH2:18]([C:25]1[C:34]2[C:29](=[CH:30][CH:31]=[CH:32][CH:33]=2)[C:28](Cl)=[N:27][N:26]=1)[C:19]1[CH:24]=[CH:23][CH:22]=[CH:21][CH:20]=1.C(N(CC)CC)C, predict the reaction product. The product is: [CH3:1][O:2][C:3]([C:5]1[N:6]=[CH:7][C:8]([N:11]2[CH2:16][CH2:15][N:14]([C:28]3[C:29]4[C:34](=[CH:33][CH:32]=[CH:31][CH:30]=4)[C:25]([CH2:18][C:19]4[CH:24]=[CH:23][CH:22]=[CH:21][CH:20]=4)=[N:26][N:27]=3)[CH2:13][C@H:12]2[CH3:17])=[N:9][CH:10]=1)=[O:4]. (2) Given the reactants [Cl:1][C:2]1[CH:11]=[CH:10][C:5]([C:6](Cl)=[N:7][OH:8])=[CH:4][N:3]=1.[C:12]([C:14]1[CH:19]=[CH:18][C:17]([F:20])=[CH:16][C:15]=1[F:21])#[CH:13].N, predict the reaction product. The product is: [Cl:1][C:2]1[N:3]=[CH:4][C:5]([C:6]2[CH:13]=[C:12]([C:14]3[CH:19]=[CH:18][C:17]([F:20])=[CH:16][C:15]=3[F:21])[O:8][N:7]=2)=[CH:10][CH:11]=1. (3) Given the reactants [CH3:1][C:2]1[CH:3]=[CH:4][C:5]([C:8]2[CH:9]=[C:10]([CH:14]=[C:15]([C:17]3[O:18][CH:19]=[CH:20][N:21]=3)[CH:16]=2)[C:11]([OH:13])=O)=[N:6][CH:7]=1.Cl.[CH3:23][C:24]1[N:28]=[C:27]([C@H:29]([NH2:31])[CH3:30])[O:26][N:25]=1.C(Cl)CCl.C1C=CC2N(O)N=NC=2C=1.C(N(CC)C(C)C)(C)C, predict the reaction product. The product is: [CH3:23][C:24]1[N:28]=[C:27]([C@H:29]([NH:31][C:11](=[O:13])[C:10]2[CH:14]=[C:15]([C:17]3[O:18][CH:19]=[CH:20][N:21]=3)[CH:16]=[C:8]([C:5]3[CH:4]=[CH:3][C:2]([CH3:1])=[CH:7][N:6]=3)[CH:9]=2)[CH3:30])[O:26][N:25]=1. (4) Given the reactants [CH3:1][O:2][C:3]1[CH:4]=[CH:5][C:6]2[C:7]([CH:25]=1)=[C:8]([CH:22]=[CH:23][CH3:24])[CH:9]=[C:10]1[C:15]=2[O:14][CH2:13][C:12]2[CH:16]=[C:17]([O:20][CH3:21])[CH:18]=[CH:19][C:11]1=2, predict the reaction product. The product is: [CH3:1][O:2][C:3]1[CH:4]=[CH:5][C:6]2[C:7]([CH:25]=1)=[C:8]([CH2:22][CH2:23][CH3:24])[CH:9]=[C:10]1[C:15]=2[O:14][CH2:13][C:12]2[CH:16]=[C:17]([O:20][CH3:21])[CH:18]=[CH:19][C:11]1=2. (5) Given the reactants F[C:2]1[CH:7]=[CH:6][CH:5]=[CH:4][C:3]=1[N+:8]([O-:10])=[O:9].[CH3:11][N:12]1[CH2:17][CH2:16][NH:15][CH2:14][CH2:13]1, predict the reaction product. The product is: [CH3:11][N:12]1[CH2:17][CH2:16][N:15]([C:2]2[CH:7]=[CH:6][CH:5]=[CH:4][C:3]=2[N+:8]([O-:10])=[O:9])[CH2:14][CH2:13]1. (6) The product is: [Br:5][C:6]1[CH:11]=[C:10]([N+:1]([O-:4])=[O:2])[C:9]([CH3:12])=[CH:8][C:7]=1[F:13]. Given the reactants [N+:1]([O-:4])(O)=[O:2].[Br:5][C:6]1[CH:11]=[CH:10][C:9]([CH3:12])=[CH:8][C:7]=1[F:13], predict the reaction product. (7) Given the reactants [CH2:1]([N:8]1[CH2:20][C@@H:19]2[C@H:10]([NH:11][CH2:12][C:13]3[C:14]([CH3:21])=[CH:15][CH:16]=[CH:17][C:18]=32)[CH2:9]1)[C:2]1[CH:7]=[CH:6][CH:5]=[CH:4][CH:3]=1.C(N(CC)CC)C.[C:29](Cl)(=[O:31])[CH3:30], predict the reaction product. The product is: [CH2:1]([N:8]1[CH2:20][C@@H:19]2[C@H:10]([N:11]([C:29](=[O:31])[CH3:30])[CH2:12][C:13]3[C:14]([CH3:21])=[CH:15][CH:16]=[CH:17][C:18]=32)[CH2:9]1)[C:2]1[CH:3]=[CH:4][CH:5]=[CH:6][CH:7]=1.